This data is from Forward reaction prediction with 1.9M reactions from USPTO patents (1976-2016). The task is: Predict the product of the given reaction. (1) The product is: [CH3:30][N:31]1[CH:35]=[C:34]([C:2]2[CH:3]=[CH:4][C:5]3[N:6]([C:8]([CH:11]([C:13]4[CH:21]=[CH:20][C:19]5[C:15](=[CH:16][N:17]([CH2:22][O:23][CH2:24][CH2:25][Si:26]([CH3:28])([CH3:29])[CH3:27])[N:18]=5)[CH:14]=4)[OH:12])=[CH:9][N:10]=3)[N:7]=2)[CH:33]=[N:32]1. Given the reactants Cl[C:2]1[CH:3]=[CH:4][C:5]2[N:6]([C:8]([CH:11]([C:13]3[CH:21]=[CH:20][C:19]4[C:15](=[CH:16][N:17]([CH2:22][O:23][CH2:24][CH2:25][Si:26]([CH3:29])([CH3:28])[CH3:27])[N:18]=4)[CH:14]=3)[OH:12])=[CH:9][N:10]=2)[N:7]=1.[CH3:30][N:31]1[CH:35]=[C:34](B2OC(C)(C)C(C)(C)O2)[CH:33]=[N:32]1.C([O-])([O-])=O.[Na+].[Na+], predict the reaction product. (2) The product is: [F:26][C:24]([F:25])([F:27])[C:23]([N:22]([CH2:21][C:8]1([CH2:7][C:6]2[CH:5]=[CH:4][C:3]([F:2])=[CH:39][CH:38]=2)[CH2:9][CH2:10][NH:11][CH2:12][CH2:13]1)[C@@H:29]1[CH2:31][C@H:30]1[C:32]1[CH:33]=[CH:34][CH:35]=[CH:36][CH:37]=1)=[O:28]. Given the reactants Cl.[F:2][C:3]1[CH:39]=[CH:38][C:6]([CH2:7][C:8]2([CH2:21][N:22]([C@@H:29]3[CH2:31][C@H:30]3[C:32]3[CH:37]=[CH:36][CH:35]=[CH:34][CH:33]=3)[C:23](=[O:28])[C:24]([F:27])([F:26])[F:25])[CH2:13][CH2:12][N:11](C(OC(C)(C)C)=O)[CH2:10][CH2:9]2)=[CH:5][CH:4]=1, predict the reaction product. (3) Given the reactants [OH:1][CH2:2]CC1OC(=O)C(C)(C)C1.C[O:13][C:14](=[O:21])[CH2:15][C:16]([CH3:20])([CH3:19])[CH:17]=[CH2:18].CC(C)(CC=C)C(OC)=O, predict the reaction product. The product is: [OH:1][CH2:2][CH2:18][CH:17]1[O:13][C:14](=[O:21])[CH2:15][C:16]1([CH3:19])[CH3:20]. (4) Given the reactants [O:1]=[C:2]1[NH:7][C:6]2[CH:8]=[C:9]([CH2:12][N:13]3[CH2:18][CH2:17][N:16]([C:19]4[CH:27]=[CH:26][C:22]([C:23](O)=[O:24])=[CH:21][N:20]=4)[CH2:15][CH2:14]3)[CH:10]=[N:11][C:5]=2[N:4]2[CH2:28][CH2:29][CH2:30][CH2:31][C@@H:3]12.C([N:34]([CH:38]([CH3:40])[CH3:39])C(C)C)C.C1(N)CC1, predict the reaction product. The product is: [CH:38]1([NH:34][C:23](=[O:24])[C:22]2[CH:26]=[CH:27][C:19]([N:16]3[CH2:15][CH2:14][N:13]([CH2:12][C:9]4[CH:10]=[N:11][C:5]5[N:4]6[CH2:28][CH2:29][CH2:30][CH2:31][C@H:3]6[C:2](=[O:1])[NH:7][C:6]=5[CH:8]=4)[CH2:18][CH2:17]3)=[N:20][CH:21]=2)[CH2:40][CH2:39]1. (5) Given the reactants [Br:1][C:2]1[CH:3]=[C:4]([NH:13][CH:14]([CH2:16][CH3:17])[CH3:15])[C:5]([CH3:12])=[C:6]([CH:11]=1)[C:7]([O:9][CH3:10])=[O:8].[C:18](OC(=O)C)(=[O:20])[CH3:19], predict the reaction product. The product is: [Br:1][C:2]1[CH:3]=[C:4]([N:13]([CH:14]([CH2:16][CH3:17])[CH3:15])[C:18](=[O:20])[CH3:19])[C:5]([CH3:12])=[C:6]([CH:11]=1)[C:7]([O:9][CH3:10])=[O:8]. (6) Given the reactants [Cl:1][C:2]1[CH:3]=[C:4]([C:9]2([C:28]([F:31])([F:30])[F:29])[O:13][N:12]=[C:11]([C:14]3[C:23]4[C:18](=[CH:19][CH:20]=[CH:21][CH:22]=4)[C:17]([C:24]([O:26]C)=[O:25])=[CH:16][CH:15]=3)[CH2:10]2)[CH:5]=[C:6]([Cl:8])[CH:7]=1.O.[OH-].[Li+].CO, predict the reaction product. The product is: [Cl:1][C:2]1[CH:3]=[C:4]([C:9]2([C:28]([F:30])([F:29])[F:31])[O:13][N:12]=[C:11]([C:14]3[C:23]4[C:18](=[CH:19][CH:20]=[CH:21][CH:22]=4)[C:17]([C:24]([OH:26])=[O:25])=[CH:16][CH:15]=3)[CH2:10]2)[CH:5]=[C:6]([Cl:8])[CH:7]=1. (7) Given the reactants [C:1]([O:5][C:6]([N:8]1[CH2:14][CH2:13][C:12]2[C:15]([NH:20][CH2:21][C:22]3[CH:27]=[CH:26][C:25]([S:28]C(=O)N(C)C)=[CH:24][CH:23]=3)=[C:16]([Cl:19])[CH:17]=[CH:18][C:11]=2[CH2:10][CH2:9]1)=[O:7])([CH3:4])([CH3:3])[CH3:2].[OH-].[K+].Br[CH2:37][C:38](=[O:43])[C:39]([CH3:42])([CH3:41])[CH3:40], predict the reaction product. The product is: [C:1]([O:5][C:6]([N:8]1[CH2:14][CH2:13][C:12]2[C:15]([NH:20][CH2:21][C:22]3[CH:27]=[CH:26][C:25]([S:28][CH2:37][C:38](=[O:43])[C:39]([CH3:42])([CH3:41])[CH3:40])=[CH:24][CH:23]=3)=[C:16]([Cl:19])[CH:17]=[CH:18][C:11]=2[CH2:10][CH2:9]1)=[O:7])([CH3:4])([CH3:2])[CH3:3]. (8) Given the reactants [NH2:1][C@:2]12[CH2:37][CH2:36][C@@H:35]([C:38]([CH3:40])=[CH2:39])[C@@H:3]1[C@@H:4]1[C@@:17]([CH3:20])([CH2:18][CH2:19]2)[C@@:16]2([CH3:21])[C@@H:7]([C@:8]3([CH3:34])[C@@H:13]([CH2:14][CH2:15]2)[C:12]([CH3:23])([CH3:22])[C:11]([C:24]2[CH:33]=[CH:32][C:27]([C:28]([O:30]C)=[O:29])=[CH:26][CH:25]=2)=[CH:10][CH2:9]3)[CH2:6][CH2:5]1.[CH:41]([N:44]([CH2:48][C:49]([OH:51])=O)[CH:45]([CH3:47])[CH3:46])([CH3:43])[CH3:42], predict the reaction product. The product is: [CH:45]([N:44]([CH:41]([CH3:42])[CH3:43])[CH2:48][C:49]([NH:1][C@:2]12[CH2:37][CH2:36][C@@H:35]([C:38]([CH3:40])=[CH2:39])[C@@H:3]1[C@@H:4]1[C@@:17]([CH3:20])([CH2:18][CH2:19]2)[C@@:16]2([CH3:21])[C@@H:7]([C@:8]3([CH3:34])[C@@H:13]([CH2:14][CH2:15]2)[C:12]([CH3:23])([CH3:22])[C:11]([C:24]2[CH:25]=[CH:26][C:27]([C:28]([OH:30])=[O:29])=[CH:32][CH:33]=2)=[CH:10][CH2:9]3)[CH2:6][CH2:5]1)=[O:51])([CH3:46])[CH3:47]. (9) Given the reactants [C:1]([C:3]1[C:4]([NH2:9])=[N:5][CH:6]=[CH:7][CH:8]=1)#[CH:2].[F:10][C:11]1[CH:16]=[C:15]([CH2:17][O:18][C:19]2[CH:24]=[CH:23][CH:22]=[CH:21][N:20]=2)[CH:14]=[CH:13][C:12]=1[CH2:25][C:26](Cl)=[N:27][OH:28].C(N(CC)CC)C, predict the reaction product. The product is: [F:10][C:11]1[CH:16]=[C:15]([CH2:17][O:18][C:19]2[CH:24]=[CH:23][CH:22]=[CH:21][N:20]=2)[CH:14]=[CH:13][C:12]=1[CH2:25][C:26]1[CH:2]=[C:1]([C:3]2[C:4]([NH2:9])=[N:5][CH:6]=[CH:7][CH:8]=2)[O:28][N:27]=1.